Regression. Given two drug SMILES strings and cell line genomic features, predict the synergy score measuring deviation from expected non-interaction effect. From a dataset of NCI-60 drug combinations with 297,098 pairs across 59 cell lines. (1) Drug 1: CC(CN1CC(=O)NC(=O)C1)N2CC(=O)NC(=O)C2. Drug 2: CCC(=C(C1=CC=CC=C1)C2=CC=C(C=C2)OCCN(C)C)C3=CC=CC=C3.C(C(=O)O)C(CC(=O)O)(C(=O)O)O. Cell line: TK-10. Synergy scores: CSS=13.0, Synergy_ZIP=-3.01, Synergy_Bliss=0.176, Synergy_Loewe=1.02, Synergy_HSA=0.977. (2) Drug 1: CCC1=C2CN3C(=CC4=C(C3=O)COC(=O)C4(CC)O)C2=NC5=C1C=C(C=C5)O. Drug 2: C1CC(=O)NC(=O)C1N2C(=O)C3=CC=CC=C3C2=O. Cell line: 786-0. Synergy scores: CSS=7.80, Synergy_ZIP=-1.52, Synergy_Bliss=-2.97, Synergy_Loewe=-42.3, Synergy_HSA=-3.47. (3) Drug 1: C1=CC=C(C=C1)NC(=O)CCCCCCC(=O)NO. Drug 2: CCC1(C2=C(COC1=O)C(=O)N3CC4=CC5=C(C=CC(=C5CN(C)C)O)N=C4C3=C2)O.Cl. Cell line: SK-MEL-2. Synergy scores: CSS=39.8, Synergy_ZIP=-0.510, Synergy_Bliss=6.42, Synergy_Loewe=4.51, Synergy_HSA=6.64. (4) Drug 1: CC(CN1CC(=O)NC(=O)C1)N2CC(=O)NC(=O)C2. Drug 2: CC1=C(C(CCC1)(C)C)C=CC(=CC=CC(=CC(=O)O)C)C. Cell line: LOX IMVI. Synergy scores: CSS=23.0, Synergy_ZIP=-9.17, Synergy_Bliss=-5.42, Synergy_Loewe=-1.41, Synergy_HSA=-1.29. (5) Drug 1: C1=C(C(=O)NC(=O)N1)N(CCCl)CCCl. Drug 2: N.N.Cl[Pt+2]Cl. Cell line: HCT-15. Synergy scores: CSS=16.8, Synergy_ZIP=-1.64, Synergy_Bliss=2.46, Synergy_Loewe=-3.46, Synergy_HSA=0.238.